The task is: Predict the reactants needed to synthesize the given product.. This data is from Full USPTO retrosynthesis dataset with 1.9M reactions from patents (1976-2016). (1) Given the product [F:3][C:4]1[CH:5]=[C:6]([O:10][C:11]2[CH:18]=[CH:17][C:16]([CH2:19][O:20][C:22]3[CH:23]=[C:24]4[N:31]([CH3:32])[CH2:30][CH2:29][N:25]4[C:26](=[O:28])[N:27]=3)=[CH:15][C:12]=2[C:13]#[N:14])[CH:7]=[N:8][CH:9]=1, predict the reactants needed to synthesize it. The reactants are: [H-].[Na+].[F:3][C:4]1[CH:5]=[C:6]([O:10][C:11]2[CH:18]=[CH:17][C:16]([CH2:19][OH:20])=[CH:15][C:12]=2[C:13]#[N:14])[CH:7]=[N:8][CH:9]=1.Cl[C:22]1[CH:23]=[C:24]2[N:31]([CH3:32])[CH2:30][CH2:29][N:25]2[C:26](=[O:28])[N:27]=1. (2) Given the product [Cl:1][C:2]1[C:3]([CH3:33])=[C:4]([N:8]([S:23]([C:26]2[CH:27]=[CH:28][C:29]([CH3:32])=[CH:30][CH:31]=2)(=[O:24])=[O:25])[CH2:9][C:10]([NH:12][CH2:13][C:14]2[CH:15]=[C:16]([CH:20]=[CH:21][CH:22]=2)[C:17]([NH:50][S:47]([CH3:46])(=[O:49])=[O:48])=[O:19])=[O:11])[CH:5]=[CH:6][CH:7]=1, predict the reactants needed to synthesize it. The reactants are: [Cl:1][C:2]1[C:3]([CH3:33])=[C:4]([N:8]([S:23]([C:26]2[CH:31]=[CH:30][C:29]([CH3:32])=[CH:28][CH:27]=2)(=[O:25])=[O:24])[CH2:9][C:10]([NH:12][CH2:13][C:14]2[CH:15]=[C:16]([CH:20]=[CH:21][CH:22]=2)[C:17]([OH:19])=O)=[O:11])[CH:5]=[CH:6][CH:7]=1.C(N1C=CN=C1)(N1C=CN=C1)=O.[CH3:46][S:47]([NH2:50])(=[O:49])=[O:48].C1CCN2C(=NCCC2)CC1.Cl. (3) Given the product [F:33][C:21]1[CH:22]=[C:23]([N:26]2[CH:31]=[CH:30][CH:29]=[CH:28][C:27]2=[O:32])[CH:24]=[CH:25][C:20]=1[NH:19][C:18]([CH:17]1[NH:8][CH2:6][C:31]2[N:26]=[CH:27][CH:28]=[CH:29][C:30]=2[CH2:16]1)=[O:34], predict the reactants needed to synthesize it. The reactants are: C(O[C:6]([N:8]1[CH:17]([C:18](=[O:34])[NH:19][C:20]2[CH:25]=[CH:24][C:23]([N:26]3[CH:31]=[CH:30][CH:29]=[CH:28][C:27]3=[O:32])=[CH:22][C:21]=2[F:33])[CH2:16]C2N=CC=CC=2C1)=O)(C)(C)C. (4) Given the product [CH3:1][O:2][CH2:3][C@H:4]([CH3:37])[O:5][C:6]1[CH:7]=[C:8]([C:23]2[NH:27][C:26]([C:28]3[O:29][CH2:30][C@@H:31]([CH2:33][OH:34])[N:32]=3)=[CH:25][CH:24]=2)[CH:9]=[C:10]([O:12][C:13]2[CH:14]=[N:15][C:16]([S:19]([CH3:22])(=[O:20])=[O:21])=[CH:17][CH:18]=2)[CH:11]=1, predict the reactants needed to synthesize it. The reactants are: [CH3:1][O:2][CH2:3][C@H:4]([CH3:37])[O:5][C:6]1[CH:7]=[C:8]([C:23]2[NH:27][C:26]([C:28]3[O:29][CH2:30][C@@H:31]([C:33](OC)=[O:34])[N:32]=3)=[CH:25][CH:24]=2)[CH:9]=[C:10]([O:12][C:13]2[CH:14]=[N:15][C:16]([S:19]([CH3:22])(=[O:21])=[O:20])=[CH:17][CH:18]=2)[CH:11]=1.[H-].[Al+3].[Li+].[H-].[H-].[H-].O.[OH-].[Na+]. (5) Given the product [CH2:8]([O:10][C:11](=[O:26])[C:12]1[CH:17]=[CH:16][C:15]([SH:18])=[C:14]([N+:23]([O-:25])=[O:24])[CH:13]=1)[CH3:9], predict the reactants needed to synthesize it. The reactants are: FC(F)(F)C(O)=O.[CH2:8]([O:10][C:11](=[O:26])[C:12]1[CH:17]=[CH:16][C:15]([S:18]C(C)(C)C)=[C:14]([N+:23]([O-:25])=[O:24])[CH:13]=1)[CH3:9].